This data is from Reaction yield outcomes from USPTO patents with 853,638 reactions. The task is: Predict the reaction yield, written as a fraction of the theoretical maximum amount of product (1.0 means a 100% yield; for example, 0.34 means a 34% yield). (1) The reactants are [CH3:1][C:2]1[CH:11]=[C:10]([CH3:12])[N:9]=[C:8]2[C:3]=1[CH:4]=[CH:5][C:6]([NH2:13])=[N:7]2.Br[CH2:15][C:16](=O)[C:17]([O:19][CH2:20][CH3:21])=[O:18]. The catalyst is CCO. The product is [CH3:12][C:10]1[CH:11]=[C:2]([CH3:1])[C:3]2[CH:4]=[CH:5][C:6]3[N:7]([CH:15]=[C:16]([C:17]([O:19][CH2:20][CH3:21])=[O:18])[N:13]=3)[C:8]=2[N:9]=1. The yield is 0.300. (2) The reactants are [CH:1]1([N:4]([CH3:19])[CH2:5][C:6]2[CH:11]=[CH:10][C:9]([CH3:12])=[C:8]([C:13]#[C:14][Si](C)(C)C)[CH:7]=2)[CH2:3][CH2:2]1.C(=O)([O-])[O-].[K+].[K+]. The catalyst is CO. The product is [CH:1]1([N:4]([CH2:5][C:6]2[CH:11]=[CH:10][C:9]([CH3:12])=[C:8]([C:13]#[CH:14])[CH:7]=2)[CH3:19])[CH2:3][CH2:2]1. The yield is 0.960. (3) The reactants are [CH:1]([C:3]1[C:4]([O:22][CH3:23])=[C:5]([CH:19]=[CH:20][CH:21]=1)[O:6][C:7]1[CH:14]=[C:13]([C:15]([F:18])([F:17])[F:16])[CH:12]=[CH:11][C:8]=1[C:9]#[N:10])=O.CN.[C:26]([BH3-])#[N:27].[Na+].[C:30]([OH:37])(=[O:36])/[CH:31]=[CH:32]/[C:33]([OH:35])=[O:34]. The catalyst is C(OCC)(=O)C.C(O)(=O)C.CO. The product is [C:30]([OH:37])(=[O:36])/[CH:31]=[CH:32]/[C:33]([OH:35])=[O:34].[CH3:23][O:22][C:4]1[C:3]([CH2:1][NH:27][CH3:26])=[CH:21][CH:20]=[CH:19][C:5]=1[O:6][C:7]1[CH:14]=[C:13]([C:15]([F:17])([F:16])[F:18])[CH:12]=[CH:11][C:8]=1[C:9]#[N:10]. The yield is 0.280. (4) The reactants are Cl.[NH2:2][CH2:3][C:4]1[CH:5]=[C:6]2[C:10](=[CH:11][CH:12]=1)[C:9](=[O:13])[N:8]([CH:14]1[CH2:19][CH2:18][C:17](=[O:20])[NH:16][C:15]1=[O:21])[CH2:7]2.[F:22][C:23]([F:35])([F:34])[O:24][C:25]1[CH:33]=[CH:32][C:28]([C:29](Cl)=[O:30])=[CH:27][CH:26]=1.[CH2:36](N(CC)CC)C. The catalyst is CN(C)C=O.O. The product is [CH3:36][C:14]1([N:8]2[CH2:7][C:6]3[C:10](=[CH:11][CH:12]=[C:4]([CH2:3][NH:2][C:29](=[O:30])[C:28]4[CH:32]=[CH:33][C:25]([O:24][C:23]([F:35])([F:34])[F:22])=[CH:26][CH:27]=4)[CH:5]=3)[C:9]2=[O:13])[CH2:19][CH2:18][C:17](=[O:20])[NH:16][C:15]1=[O:21]. The yield is 0.710. (5) The reactants are [CH2:1]([O:8][C:9]([N:11]1[CH2:16][CH2:15][CH:14]([C:17]([OH:19])=O)[CH2:13][CH2:12]1)=[O:10])[C:2]1[CH:7]=[CH:6][CH:5]=[CH:4][CH:3]=1.C(Cl)(=O)C([Cl:23])=O. The catalyst is C(Cl)Cl.CN(C=O)C. The product is [Cl:23][C:17]([CH:14]1[CH2:15][CH2:16][N:11]([C:9]([O:8][CH2:1][C:2]2[CH:7]=[CH:6][CH:5]=[CH:4][CH:3]=2)=[O:10])[CH2:12][CH2:13]1)=[O:19]. The yield is 0.810. (6) The reactants are Br.[CH2:2]([C:4]1[N:5]=[C:6]([C@@H:9]([NH2:20])[CH2:10][C:11]2[CH:16]=[CH:15][C:14]([N+:17]([O-:19])=[O:18])=[CH:13][CH:12]=2)[S:7][CH:8]=1)[CH3:3].CCN(CC)CC.[CH2:28]([N:35]=[C:36]=[O:37])[C:29]1[CH:34]=[CH:33][CH:32]=[CH:31][CH:30]=1. The catalyst is C(Cl)Cl. The product is [CH2:28]([NH:35][C:36]([NH:20][C@H:9]([C:6]1[S:7][CH:8]=[C:4]([CH2:2][CH3:3])[N:5]=1)[CH2:10][C:11]1[CH:16]=[CH:15][C:14]([N+:17]([O-:19])=[O:18])=[CH:13][CH:12]=1)=[O:37])[C:29]1[CH:34]=[CH:33][CH:32]=[CH:31][CH:30]=1. The yield is 0.960. (7) The reactants are [CH3:1][C:2]1[CH:7]=[CH:6][C:5]([NH:8][C:9](=[O:21])[C:10]2[CH:15]=[CH:14][N:13]=[C:12]([N:16]3[CH2:20][CH2:19][CH2:18][CH2:17]3)[CH:11]=2)=[CH:4][C:3]=1[C:22]1[CH:27]=[CH:26][C:25]([C:28]([OH:30])=O)=[CH:24][CH:23]=1.CN(C(ON1N=NC2C=CC=NC1=2)=[N+](C)C)C.F[P-](F)(F)(F)(F)F.C1C=CC2N(O)N=NC=2C=1.CCN(C(C)C)C(C)C.[CH3:74][O:75][C:76]1[CH:77]=[C:78]([CH:81]=[CH:82][CH:83]=1)[CH2:79][NH2:80]. The catalyst is CN(C=O)C. The product is [CH3:74][O:75][C:76]1[CH:77]=[C:78]([CH:81]=[CH:82][CH:83]=1)[CH2:79][NH:80][C:28]([C:25]1[CH:24]=[CH:23][C:22]([C:3]2[C:2]([CH3:1])=[CH:7][CH:6]=[C:5]([NH:8][C:9](=[O:21])[C:10]3[CH:15]=[CH:14][N:13]=[C:12]([N:16]4[CH2:17][CH2:18][CH2:19][CH2:20]4)[CH:11]=3)[CH:4]=2)=[CH:27][CH:26]=1)=[O:30]. The yield is 0.400. (8) The reactants are [Cl:1][C:2]1[CH:10]=[C:9]2[C:5]([C:6]([CH:11]=[O:12])=[CH:7][NH:8]2)=[CH:4][C:3]=1[C:13]1[CH:18]=[CH:17][C:16]([C:19]2([OH:23])[CH2:22][CH2:21][CH2:20]2)=[CH:15][CH:14]=1.CC(=CC)C.Cl([O-])=[O:30].[Na+].O.OP([O-])(O)=O.[Na+].[NH4+].[Cl-]. The catalyst is CC#N.C(O)(C)(C)C.O. The product is [Cl:1][C:2]1[CH:10]=[C:9]2[C:5]([C:6]([C:11]([OH:30])=[O:12])=[CH:7][NH:8]2)=[CH:4][C:3]=1[C:13]1[CH:14]=[CH:15][C:16]([C:19]2([OH:23])[CH2:22][CH2:21][CH2:20]2)=[CH:17][CH:18]=1. The yield is 0.710.